This data is from Forward reaction prediction with 1.9M reactions from USPTO patents (1976-2016). The task is: Predict the product of the given reaction. (1) Given the reactants [CH3:1][N:2]1[CH2:7][CH2:6][CH:5]([O:8][C:9](=[O:24])[C:10]([OH:23])([C:17]2[CH:22]=[CH:21][CH:20]=[CH:19][CH:18]=2)[C:11]2[CH:16]=[CH:15][CH:14]=[CH:13][CH:12]=2)[CH2:4][CH2:3]1.[Br:25][CH2:26][C:27]([NH:29][C:30]1[CH:34]=[CH:33][O:32][N:31]=1)=[O:28].O, predict the reaction product. The product is: [Br-:25].[OH:23][C:10]([C:11]1[CH:16]=[CH:15][CH:14]=[CH:13][CH:12]=1)([C:17]1[CH:22]=[CH:21][CH:20]=[CH:19][CH:18]=1)[C:9]([O:8][CH:5]1[CH2:6][CH2:7][N+:2]([CH2:26][C:27](=[O:28])[NH:29][C:30]2[CH:34]=[CH:33][O:32][N:31]=2)([CH3:1])[CH2:3][CH2:4]1)=[O:24]. (2) The product is: [CH2:32]([S:33]([NH:36][C:23]([CH:20]1[CH2:21][CH2:22][N:17]([C:4]2[C:3]([C:1]#[N:2])=[CH:8][C:7]([C:9]([O:11][CH:12]([CH3:13])[CH3:14])=[O:10])=[C:6]([O:15][CH3:16])[N:5]=2)[CH2:18][CH2:19]1)=[O:24])(=[O:35])=[O:34])[C:26]1[CH:31]=[CH:30][CH:29]=[CH:28][CH:27]=1. Given the reactants [C:1]([C:3]1[C:4]([N:17]2[CH2:22][CH2:21][CH:20]([C:23](O)=[O:24])[CH2:19][CH2:18]2)=[N:5][C:6]([O:15][CH3:16])=[C:7]([C:9]([O:11][CH:12]([CH3:14])[CH3:13])=[O:10])[CH:8]=1)#[N:2].[C:26]1([CH2:32][S:33]([NH2:36])(=[O:35])=[O:34])[CH:31]=[CH:30][CH:29]=[CH:28][CH:27]=1, predict the reaction product. (3) Given the reactants [Si:1]([O:8][C@H:9]1[CH2:18][C:17]([CH3:20])([CH3:19])[CH2:16][C:15]2[N:14]=[C:13]([Cl:21])[C:12]3[C:22]([C:31]4[CH:36]=[CH:35][C:34]([C:37]([F:40])([F:39])[F:38])=[CH:33][CH:32]=4)(O)[O:23][C:24]4([CH2:29][CH2:28][O:27][CH2:26][CH2:25]4)[C:11]=3[C:10]1=2)([C:4]([CH3:7])([CH3:6])[CH3:5])([CH3:3])[CH3:2].C([SiH](CC)CC)C, predict the reaction product. The product is: [Si:1]([O:8][C@H:9]1[CH2:18][C:17]([CH3:20])([CH3:19])[CH2:16][C:15]2[N:14]=[C:13]([Cl:21])[C:12]3[C@H:22]([C:31]4[CH:36]=[CH:35][C:34]([C:37]([F:40])([F:39])[F:38])=[CH:33][CH:32]=4)[O:23][C:24]4([CH2:25][CH2:26][O:27][CH2:28][CH2:29]4)[C:11]=3[C:10]1=2)([C:4]([CH3:5])([CH3:6])[CH3:7])([CH3:3])[CH3:2]. (4) Given the reactants [CH:1]1([C:4]2[CH:9]=[CH:8][N:7]=[CH:6][C:5]=2[N:10]2[CH2:14][CH2:13][NH:12][C:11]2=[O:15])[CH2:3][CH2:2]1.Br[C:17]1[CH:18]=[C:19]2[C:23](=[CH:24][CH:25]=1)[CH2:22][CH2:21][CH2:20]2.CN[C@@H]1CCCC[C@H]1NC.P([O-])([O-])([O-])=O.[K+].[K+].[K+], predict the reaction product. The product is: [CH:1]1([C:4]2[CH:9]=[CH:8][N:7]=[CH:6][C:5]=2[N:10]2[CH2:14][CH2:13][N:12]([C:17]3[CH:18]=[C:19]4[C:23](=[CH:24][CH:25]=3)[CH2:22][CH2:21][CH2:20]4)[C:11]2=[O:15])[CH2:3][CH2:2]1. (5) Given the reactants [Cl:1][C:2]1[CH:25]=[CH:24][C:5]([CH2:6][NH:7][C:8]([C:10]2[C:11]([OH:23])=[C:12]3[CH:18]=[C:17]([C:19]#[C:20][CH2:21][OH:22])[S:16][C:13]3=[N:14][CH:15]=2)=[O:9])=[CH:4][CH:3]=1.C([O-])([O-])=O.[K+].[K+].Br[CH2:33][C:34]([OH:36])=[O:35], predict the reaction product. The product is: [Cl:1][C:2]1[CH:3]=[CH:4][C:5]([CH2:6][NH:7][C:8]([C:10]2[C:11](=[O:23])[C:12]3[CH:18]=[C:17]([C:19]#[C:20][CH2:21][OH:22])[S:16][C:13]=3[N:14]([CH2:33][C:34]([OH:36])=[O:35])[CH:15]=2)=[O:9])=[CH:24][CH:25]=1. (6) Given the reactants C([N:8]1[CH2:24][CH2:23][C:11]2([CH2:15][N:14]([C:16]([O:18][C:19]([CH3:22])([CH3:21])[CH3:20])=[O:17])[CH2:13][CH2:12]2)[CH2:10][CH2:9]1)C1C=CC=CC=1, predict the reaction product. The product is: [CH2:15]1[C:11]2([CH2:10][CH2:9][NH:8][CH2:24][CH2:23]2)[CH2:12][CH2:13][N:14]1[C:16]([O:18][C:19]([CH3:22])([CH3:21])[CH3:20])=[O:17]. (7) Given the reactants [CH:1]([C:3]1[CH:8]=[C:7]([N+:9]([O-:11])=[O:10])[CH:6]=[CH:5][C:4]=1[N:12]1[CH2:17][CH2:16][N:15]([C:18]([O:20][C:21]([CH3:24])([CH3:23])[CH3:22])=[O:19])[CH2:14][CH2:13]1)=[O:2].[BH4-].[Na+], predict the reaction product. The product is: [OH:2][CH2:1][C:3]1[CH:8]=[C:7]([N+:9]([O-:11])=[O:10])[CH:6]=[CH:5][C:4]=1[N:12]1[CH2:13][CH2:14][N:15]([C:18]([O:20][C:21]([CH3:24])([CH3:23])[CH3:22])=[O:19])[CH2:16][CH2:17]1.